From a dataset of NCI-60 drug combinations with 297,098 pairs across 59 cell lines. Regression. Given two drug SMILES strings and cell line genomic features, predict the synergy score measuring deviation from expected non-interaction effect. (1) Drug 1: C1=CC(=CC=C1CC(C(=O)O)N)N(CCCl)CCCl.Cl. Drug 2: CC=C1C(=O)NC(C(=O)OC2CC(=O)NC(C(=O)NC(CSSCCC=C2)C(=O)N1)C(C)C)C(C)C. Cell line: SN12C. Synergy scores: CSS=33.6, Synergy_ZIP=0.601, Synergy_Bliss=3.54, Synergy_Loewe=-25.2, Synergy_HSA=2.85. (2) Drug 1: C1=CN(C(=O)N=C1N)C2C(C(C(O2)CO)O)O.Cl. Drug 2: C(CCl)NC(=O)N(CCCl)N=O. Cell line: PC-3. Synergy scores: CSS=26.8, Synergy_ZIP=-1.66, Synergy_Bliss=1.57, Synergy_Loewe=-4.29, Synergy_HSA=4.46. (3) Drug 1: C1=CC(=CC=C1CCCC(=O)O)N(CCCl)CCCl. Drug 2: C(CN)CNCCSP(=O)(O)O. Cell line: NCI-H226. Synergy scores: CSS=6.74, Synergy_ZIP=1.96, Synergy_Bliss=9.05, Synergy_Loewe=-7.41, Synergy_HSA=0.718.